Dataset: Peptide-MHC class I binding affinity with 185,985 pairs from IEDB/IMGT. Task: Regression. Given a peptide amino acid sequence and an MHC pseudo amino acid sequence, predict their binding affinity value. This is MHC class I binding data. (1) The peptide sequence is QLLSCCRF. The MHC is HLA-B27:05 with pseudo-sequence HLA-B27:05. The binding affinity (normalized) is 0. (2) The peptide sequence is YEFRRVKSY. The MHC is HLA-B18:01 with pseudo-sequence HLA-B18:01. The binding affinity (normalized) is 0.866. (3) The peptide sequence is IPPTAGVLA. The MHC is HLA-B51:01 with pseudo-sequence HLA-B51:01. The binding affinity (normalized) is 0.194. (4) The peptide sequence is NPVLTTASPL. The MHC is H-2-Ld with pseudo-sequence H-2-Ld. The binding affinity (normalized) is 0. (5) The peptide sequence is FPRCRYVHK. The MHC is HLA-A23:01 with pseudo-sequence HLA-A23:01. The binding affinity (normalized) is 0.0847. (6) The binding affinity (normalized) is 0. The MHC is HLA-A11:01 with pseudo-sequence HLA-A11:01. The peptide sequence is SMPLGVVTN. (7) The peptide sequence is PEIWLQLNTL. The MHC is HLA-B40:02 with pseudo-sequence HLA-B40:02. The binding affinity (normalized) is 0.566.